This data is from Catalyst prediction with 721,799 reactions and 888 catalyst types from USPTO. The task is: Predict which catalyst facilitates the given reaction. (1) Reactant: Br[C:2]1[C:7]([O:8][CH3:9])=[CH:6][CH:5]=[CH:4][N:3]=1.C([Li])CCC.[CH2:15]([O:17][C:18]1[CH:19]=[C:20]([C:27]2[S:28][CH:29]=[C:30]([CH2:32][CH2:33][CH:34]=[O:35])[N:31]=2)[CH:21]=[CH:22][C:23]=1[O:24][CH2:25][CH3:26])[CH3:16].[Cl-].[NH4+]. Product: [CH2:15]([O:17][C:18]1[CH:19]=[C:20]([C:27]2[S:28][CH:29]=[C:30]([CH2:32][CH2:33][CH:34]([C:2]3[C:7]([O:8][CH3:9])=[CH:6][CH:5]=[CH:4][N:3]=3)[OH:35])[N:31]=2)[CH:21]=[CH:22][C:23]=1[O:24][CH2:25][CH3:26])[CH3:16]. The catalyst class is: 134. (2) Reactant: Cl[C:2]1[CH:3]=[CH:4][C:5]([S:8]([N:11]([CH2:21][C:22]2[CH:27]=[CH:26][C:25]([O:28][CH3:29])=[CH:24][CH:23]=2)[CH2:12][C:13]2[CH:18]=[CH:17][C:16]([O:19][CH3:20])=[CH:15][CH:14]=2)(=[O:10])=[O:9])=[N:6][CH:7]=1.[CH3:30][O:31][CH2:32][C@H:33]([CH3:53])[O:34][C:35]1[CH:36]=[C:37]([OH:52])[CH:38]=[C:39]([C:41]2[NH:42][C:43]([C:46]3[O:47][C@@H:48]([CH3:51])[CH2:49][N:50]=3)=[CH:44][CH:45]=2)[CH:40]=1.C(=O)([O-])[O-].[Cs+].[Cs+].O. Product: [CH3:20][O:19][C:16]1[CH:17]=[CH:18][C:13]([CH2:12][N:11]([CH2:21][C:22]2[CH:27]=[CH:26][C:25]([O:28][CH3:29])=[CH:24][CH:23]=2)[S:8]([C:5]2[CH:4]=[CH:3][C:2]([O:52][C:37]3[CH:38]=[C:39]([C:41]4[NH:42][C:43]([C:46]5[O:47][C@@H:48]([CH3:51])[CH2:49][N:50]=5)=[CH:44][CH:45]=4)[CH:40]=[C:35]([O:34][C@@H:33]([CH3:53])[CH2:32][O:31][CH3:30])[CH:36]=3)=[CH:7][N:6]=2)(=[O:10])=[O:9])=[CH:14][CH:15]=1. The catalyst class is: 9. (3) Reactant: C([O:8][C:9]1[CH:10]=[C:11]([CH:15]([C:17]2[C:25]3[C:20](=[CH:21][CH:22]=[CH:23][CH:24]=3)[N:19]([CH2:26][CH2:27][CH3:28])[N:18]=2)[OH:16])[CH:12]=[CH:13][CH:14]=1)C1C=CC=CC=1.C([O-])=O.[NH4+]. Product: [OH:8][C:9]1[CH:10]=[C:11]([C:15]([C:17]2[C:25]3[C:20](=[CH:21][CH:22]=[CH:23][CH:24]=3)[N:19]([CH2:26][CH2:27][CH3:28])[N:18]=2)=[O:16])[CH:12]=[CH:13][CH:14]=1. The catalyst class is: 63. (4) Reactant: C(N(CC)CC)C.FC(F)(F)C(O)=O.[Cl:15][C:16]1[CH:28]=[CH:27][CH:26]=[CH:25][C:17]=1[O:18][CH2:19][C@H:20]1[CH2:24][CH2:23][CH2:22][NH:21]1.[NH2:29][C:30]1[N:38]=[C:37]2[C:33]([N:34]=[CH:35][NH:36]2)=[C:32](Cl)[N:31]=1. Product: [NH2:29][C:30]1[N:38]=[C:37]2[C:33]([N:34]=[CH:35][NH:36]2)=[C:32]([N:21]2[CH2:22][CH2:23][CH2:24][C@@H:20]2[CH2:19][O:18][C:17]2[CH:25]=[CH:26][CH:27]=[CH:28][C:16]=2[Cl:15])[N:31]=1. The catalyst class is: 51. (5) The catalyst class is: 8. Reactant: [N:1]1([C:7](=[S:9])[NH2:8])[CH2:6][CH2:5][O:4][CH2:3][CH2:2]1.[Cl:10][CH:11](Cl)[C:12](=O)[CH3:13]. Product: [Cl:10][CH2:11][C:12]1[N:8]=[C:7]([N:1]2[CH2:6][CH2:5][O:4][CH2:3][CH2:2]2)[S:9][CH:13]=1. (6) Reactant: [CH2:1]([C:5]1[C:9]([C:10]([F:13])([F:12])[F:11])=[C:8]([C:14]([OH:16])=O)[O:7][N:6]=1)[CH:2]([CH3:4])[CH3:3].N1C=CC=CC=1.[F:23]C1N=C(F)N=C(F)N=1. The catalyst class is: 4. Product: [CH2:1]([C:5]1[C:9]([C:10]([F:13])([F:12])[F:11])=[C:8]([C:14]([F:23])=[O:16])[O:7][N:6]=1)[CH:2]([CH3:4])[CH3:3]. (7) Reactant: [N+:1]([C:4]1[CH:9]=[C:8]([N:10]2[CH2:15][CH2:14][O:13][CH2:12][CH2:11]2)[CH:7]=[CH:6][C:5]=1[N:16]1[CH2:21][CH2:20][O:19][CH2:18][CH2:17]1)([O-])=O. Product: [O:19]1[CH2:20][CH2:21][N:16]([C:5]2[CH:6]=[CH:7][C:8]([N:10]3[CH2:11][CH2:12][O:13][CH2:14][CH2:15]3)=[CH:9][C:4]=2[NH2:1])[CH2:17][CH2:18]1. The catalyst class is: 25.